The task is: Predict the product of the given reaction.. This data is from Forward reaction prediction with 1.9M reactions from USPTO patents (1976-2016). Given the reactants C[N:2](C(ON1N=NC2C=CC=NC1=2)=[N+](C)C)C.F[P-](F)(F)(F)(F)F.[N:25]1[CH:30]=[CH:29][CH:28]=[CH:27][C:26]=1[C:31]1[CH:36]=[CH:35][C:34]([CH2:37][NH:38][C:39]2[CH:44]=[CH:43][C:42]([C@@H:45]3[CH2:47][C@H:46]3[C:48]([OH:50])=O)=[CH:41][CH:40]=2)=[CH:33][CH:32]=1.[OH-].[NH4+].O, predict the reaction product. The product is: [N:25]1[CH:30]=[CH:29][CH:28]=[CH:27][C:26]=1[C:31]1[CH:32]=[CH:33][C:34]([CH2:37][NH:38][C:39]2[CH:40]=[CH:41][C:42]([C@@H:45]3[CH2:47][C@H:46]3[C:48]([NH2:2])=[O:50])=[CH:43][CH:44]=2)=[CH:35][CH:36]=1.